This data is from Forward reaction prediction with 1.9M reactions from USPTO patents (1976-2016). The task is: Predict the product of the given reaction. Given the reactants [C:1]([OH:12])(=[O:11])[C:2]1[C:3](=[CH:7][CH:8]=[CH:9][CH:10]=1)[C:4]([OH:6])=[O:5].COC(=O)[O-].[CH3:18][NH+:19]1[CH2:23][CH:22]([CH3:24])[N:21]([CH3:25])[CH:20]1[CH3:26], predict the reaction product. The product is: [C:1]([O-:12])(=[O:11])[C:2]1[C:3](=[CH:7][CH:8]=[CH:9][CH:10]=1)[C:4]([O-:6])=[O:5].[CH3:18][NH+:19]1[CH2:23][CH:22]([CH3:24])[N:21]([CH3:25])[CH:20]1[CH3:26].[CH3:18][NH+:19]1[CH2:23][CH:22]([CH3:24])[N:21]([CH3:25])[CH:20]1[CH3:26].